From a dataset of hERG Central: cardiac toxicity at 1µM, 10µM, and general inhibition. Predict hERG channel inhibition at various concentrations. (1) The drug is COc1ccc(CC2(CO)CCN(Cc3cccc(OC)c3OC)CC2)cc1. Results: hERG_inhib (hERG inhibition (general)): blocker. (2) The molecule is O=C(CCN1CCN(Cc2ccccc2)CC1)NNC(=O)Cc1ccc(Cl)c(Cl)c1. Results: hERG_inhib (hERG inhibition (general)): blocker. (3) The drug is Cc1nc2ncnn2c(C)c1CCC(=O)N1CCc2ccccc2C1. Results: hERG_inhib (hERG inhibition (general)): blocker. (4) Results: hERG_inhib (hERG inhibition (general)): blocker. The drug is Cl.Clc1ccc(SCCOCCN2CCc3ccccc3C2)cc1.